This data is from Forward reaction prediction with 1.9M reactions from USPTO patents (1976-2016). The task is: Predict the product of the given reaction. (1) Given the reactants Cl.[CH3:2][S:3][C:4]1[CH:9]=[CH:8][C:7]([N+:10]([O-])=O)=[CH:6][N:5]=1.[OH-].[Na+], predict the reaction product. The product is: [CH3:2][S:3][C:4]1[CH:9]=[CH:8][C:7]([NH2:10])=[CH:6][N:5]=1. (2) Given the reactants [CH2:1]([NH:8][CH2:9][C:10]1[CH:23]=[CH:22][C:13]2[CH:14]=[C:15]([C:17]([O:19][CH2:20][CH3:21])=[O:18])[S:16][C:12]=2[CH:11]=1)[C:2]1[CH:7]=[CH:6][CH:5]=[CH:4][CH:3]=1.C(N(CC)CC)C.[C:31]1([S:37](Cl)(=[O:39])=[O:38])[CH:36]=[CH:35][CH:34]=[CH:33][CH:32]=1, predict the reaction product. The product is: [CH2:1]([N:8]([CH2:9][C:10]1[CH:23]=[CH:22][C:13]2[CH:14]=[C:15]([C:17]([O:19][CH2:20][CH3:21])=[O:18])[S:16][C:12]=2[CH:11]=1)[S:37]([C:31]1[CH:36]=[CH:35][CH:34]=[CH:33][CH:32]=1)(=[O:39])=[O:38])[C:2]1[CH:3]=[CH:4][CH:5]=[CH:6][CH:7]=1. (3) Given the reactants [NH2:1][C@@H:2]1[CH2:7][CH2:6][C@H:5]([NH:8][C:9]([C:11]2[C:15]3[N:16]=[CH:17][N:18]=[C:19]([C:20]4[CH:25]=[CH:24][C:23]([O:26][CH3:27])=[CH:22][C:21]=4[O:28][CH2:29][CH:30]4[CH2:32][CH2:31]4)[C:14]=3[NH:13][CH:12]=2)=[O:10])[CH2:4][CH2:3]1.Cl[C:34]([O:36][CH2:37][CH3:38])=[O:35], predict the reaction product. The product is: [CH2:37]([O:36][C:34](=[O:35])[NH:1][C@H:2]1[CH2:7][CH2:6][C@@H:5]([NH:8][C:9]([C:11]2[C:15]3[N:16]=[CH:17][N:18]=[C:19]([C:20]4[CH:25]=[CH:24][C:23]([O:26][CH3:27])=[CH:22][C:21]=4[O:28][CH2:29][CH:30]4[CH2:31][CH2:32]4)[C:14]=3[NH:13][CH:12]=2)=[O:10])[CH2:4][CH2:3]1)[CH3:38]. (4) Given the reactants Cl[Sn]Cl.[Cl:4][C:5]1[C:10]([Cl:11])=[CH:9][C:8]([N+:12]([O-])=O)=[CH:7][N:6]=1, predict the reaction product. The product is: [NH2:12][C:8]1[CH:9]=[C:10]([Cl:11])[C:5]([Cl:4])=[N:6][CH:7]=1. (5) Given the reactants [F:1][C:2]1[CH:3]=[C:4]([C:8]2[CH:16]=[CH:15][CH:14]=[C:13]3[C:9]=2[CH2:10][C:11](=[O:17])[NH:12]3)[CH:5]=[CH:6][CH:7]=1.[CH3:18][C:19]1[CH:23]=[C:22]([CH3:24])[NH:21][C:20]=1[CH:25]=O, predict the reaction product. The product is: [CH3:18][C:19]1[CH:23]=[C:22]([CH3:24])[NH:21][C:20]=1[CH:25]=[C:10]1[C:9]2[C:13](=[CH:14][CH:15]=[CH:16][C:8]=2[C:4]2[CH:5]=[CH:6][CH:7]=[C:2]([F:1])[CH:3]=2)[NH:12][C:11]1=[O:17]. (6) Given the reactants [CH3:1][C:2]1[CH:7]=[CH:6][C:5]([S:8](Cl)(=[O:10])=[O:9])=[CH:4][CH:3]=1.[NH:12]1[C:16]2=[N:17][CH:18]=[CH:19][CH:20]=[C:15]2[CH:14]=[CH:13]1.[OH-].[Na+], predict the reaction product. The product is: [CH3:1][C:2]1[CH:7]=[CH:6][C:5]([S:8]([N:12]2[C:16]3=[N:17][CH:18]=[CH:19][CH:20]=[C:15]3[CH:14]=[CH:13]2)(=[O:10])=[O:9])=[CH:4][CH:3]=1.